This data is from Reaction yield outcomes from USPTO patents with 853,638 reactions. The task is: Predict the reaction yield, written as a fraction of the theoretical maximum amount of product (1.0 means a 100% yield; for example, 0.34 means a 34% yield). (1) The reactants are [NH2:1][C:2]1[CH:9]=[C:8]([O:10][CH3:11])[C:7]([O:12][CH3:13])=[CH:6][C:3]=1[CH:4]=O.[NH2:14][C:15](N)=[O:16]. The catalyst is O. The product is [CH3:13][O:12][C:7]1[CH:6]=[C:3]2[C:2](=[CH:9][C:8]=1[O:10][CH3:11])[N:1]=[C:15]([OH:16])[N:14]=[CH:4]2. The yield is 0.400. (2) No catalyst specified. The yield is 0.250. The reactants are [CH3:1][O:2][C:3]1[CH:4]=[C:5]([S:9](Cl)(=[O:11])=[O:10])[CH:6]=[CH:7][CH:8]=1.[NH2:13][C:14]1[CH:15]=[C:16]([OH:23])[C:17](=[CH:21][CH:22]=1)[C:18]([OH:20])=[O:19]. The product is [OH:23][C:16]1[CH:15]=[C:14]([NH:13][S:9]([C:5]2[CH:6]=[CH:7][CH:8]=[C:3]([O:2][CH3:1])[CH:4]=2)(=[O:11])=[O:10])[CH:22]=[CH:21][C:17]=1[C:18]([OH:20])=[O:19]. (3) The reactants are [OH:1][C:2]1[C:3]([C:17](=[N:19][NH:20][C:21]([C:23]2[CH:32]=[CH:31][C:26]([C:27]([O:29]C)=[O:28])=[CH:25][CH:24]=2)=[O:22])[CH3:18])=[N:4][N:5]([CH3:16])[C:6]=1[C:7]1[CH:12]=[CH:11][C:10]([CH:13]([CH3:15])[CH3:14])=[CH:9][CH:8]=1.CO.[OH-].[Na+].Cl. The catalyst is O. The product is [OH:1][C:2]1[C:3]([C:17](=[N:19][NH:20][C:21]([C:23]2[CH:24]=[CH:25][C:26]([C:27]([OH:29])=[O:28])=[CH:31][CH:32]=2)=[O:22])[CH3:18])=[N:4][N:5]([CH3:16])[C:6]=1[C:7]1[CH:8]=[CH:9][C:10]([CH:13]([CH3:15])[CH3:14])=[CH:11][CH:12]=1. The yield is 0.440. (4) The reactants are [CH3:1][C:2]1[CH:7]=[C:6]([C:8]#[C:9][CH3:10])[CH:5]=[C:4]([CH3:11])[C:3]=1[C:12]1[C:13](=[O:30])[CH:14]([CH2:19][C:20]2[N:25]=[C:24]([NH:26][CH3:27])[C:23]([C:28]#[N:29])=[CH:22][CH:21]=2)[CH2:15][C:16]=1[O:17]C.Cl. The catalyst is CC(C)=O. The product is [CH3:11][C:4]1[CH:5]=[C:6]([C:8]#[C:9][CH3:10])[CH:7]=[C:2]([CH3:1])[C:3]=1[CH:12]1[C:16](=[O:17])[CH2:15][CH:14]([CH2:19][C:20]2[N:25]=[C:24]([NH:26][CH3:27])[C:23]([C:28]#[N:29])=[CH:22][CH:21]=2)[C:13]1=[O:30]. The yield is 0.850. (5) The reactants are [F:1][C:2]1[CH:22]=[C:21]([F:23])[CH:20]=[CH:19][C:3]=1[O:4][C:5]1[CH:6]=[C:7]2[C:11](=[CH:12][C:13]=1[OH:14])[N:10]([CH2:15][CH:16]([CH3:18])[CH3:17])[N:9]=[CH:8]2.C([O-])([O-])=O.[Cs+].[Cs+].Br[CH2:31][CH:32]1[CH2:34][O:33]1. The catalyst is CC(N(C)C)=O.CCOCC.O. The product is [F:1][C:2]1[CH:22]=[C:21]([F:23])[CH:20]=[CH:19][C:3]=1[O:4][C:5]1[CH:6]=[C:7]2[C:11](=[CH:12][C:13]=1[O:14][CH2:31][CH:32]1[CH2:34][O:33]1)[N:10]([CH2:15][CH:16]([CH3:18])[CH3:17])[N:9]=[CH:8]2. The yield is 0.770.